From a dataset of Peptide-MHC class II binding affinity with 134,281 pairs from IEDB. Regression. Given a peptide amino acid sequence and an MHC pseudo amino acid sequence, predict their binding affinity value. This is MHC class II binding data. (1) The peptide sequence is LPISPLSNSLLRHHNLVYMT. The MHC is DRB4_0101 with pseudo-sequence DRB4_0103. The binding affinity (normalized) is 0.363. (2) The peptide sequence is GFIGFCKSMGSKCVR. The MHC is DRB1_0401 with pseudo-sequence DRB1_0401. The binding affinity (normalized) is 0.721. (3) The peptide sequence is RGIVKENIIDLTKIDR. The MHC is DRB1_1201 with pseudo-sequence DRB1_1201. The binding affinity (normalized) is 0.492. (4) The peptide sequence is RVPEDLLAMVVAVEQ. The MHC is DRB1_1101 with pseudo-sequence DRB1_1101. The binding affinity (normalized) is 0.433. (5) The peptide sequence is SAVIGTLAAAMFGAV. The MHC is DRB1_0701 with pseudo-sequence DRB1_0701. The binding affinity (normalized) is 0.813. (6) The peptide sequence is EKKYFAATQFESLAA. The MHC is HLA-DPA10103-DPB10601 with pseudo-sequence HLA-DPA10103-DPB10601. The binding affinity (normalized) is 0.849. (7) The binding affinity (normalized) is 0.239. The peptide sequence is WYINHTKSGEHSLPR. The MHC is DRB1_0101 with pseudo-sequence DRB1_0101. (8) The peptide sequence is PLGGGGQTWEGSGVLPCVGT. The MHC is H-2-IAb with pseudo-sequence H-2-IAb. The binding affinity (normalized) is 0.475.